From a dataset of Peptide-MHC class I binding affinity with 185,985 pairs from IEDB/IMGT. Regression. Given a peptide amino acid sequence and an MHC pseudo amino acid sequence, predict their binding affinity value. This is MHC class I binding data. The peptide sequence is KVFPYALINK. The MHC is HLA-B08:01 with pseudo-sequence HLA-B08:01. The binding affinity (normalized) is 0.